Dataset: Full USPTO retrosynthesis dataset with 1.9M reactions from patents (1976-2016). Task: Predict the reactants needed to synthesize the given product. (1) The reactants are: CN(C)C=O.[C:6]([O:25][CH2:26][CH2:27]Br)([C:19]1[CH:24]=[CH:23][CH:22]=[CH:21][CH:20]=1)([C:13]1[CH:18]=[CH:17][CH:16]=[CH:15][CH:14]=1)[C:7]1[CH:12]=[CH:11][CH:10]=[CH:9][CH:8]=1.[Br:29][C:30]1[N:31]=[CH:32][NH:33][CH:34]=1.[H-].[Na+]. Given the product [Br:29][C:30]1[N:31]=[CH:32][N:33]([CH2:27][CH2:26][O:25][C:6]([C:13]2[CH:18]=[CH:17][CH:16]=[CH:15][CH:14]=2)([C:7]2[CH:8]=[CH:9][CH:10]=[CH:11][CH:12]=2)[C:19]2[CH:24]=[CH:23][CH:22]=[CH:21][CH:20]=2)[CH:34]=1, predict the reactants needed to synthesize it. (2) Given the product [N:7]1([CH:6]([C:5]2[CH:4]=[CH:3][C:2]([F:1])=[CH:17][CH:16]=2)[CH2:40][C:33]2[CH:34]=[CH:35][C:30]([O:29][P:28]([CH:26]([F:27])[F:25])(=[O:47])[OH:48])=[C:31]([Br:46])[CH:32]=2)[C:11]2[CH:12]=[CH:13][CH:14]=[CH:15][C:10]=2[N:9]=[N:8]1, predict the reactants needed to synthesize it. The reactants are: [F:1][C:2]1[CH:17]=[CH:16][C:5]([CH2:6][N:7]2[C:11]3[CH:12]=[CH:13][CH:14]=[CH:15][C:10]=3[N:9]=[N:8]2)=[CH:4][CH:3]=1.N#N.[Li]CCCC.[F:25][CH:26]([P:28](=[O:48])([O-:47])[O:29][C:30]1[CH:35]=[C:34](C(C)(C)C)[C:33]([CH2:40]Br)=[C:32](C(C)(C)C)[C:31]=1[Br:46])[F:27]. (3) Given the product [Br:1][C:2]1[N:3]=[C:4]([NH:12][C:13]2[CH:14]=[CH:15][C:16]([N:19]3[CH2:24][CH2:23][O:22][CH2:21][C@H:20]3[CH2:25][OH:26])=[CH:17][CH:18]=2)[C:5]2[N:6]([CH:8]=[CH:9][N:10]=2)[CH:7]=1, predict the reactants needed to synthesize it. The reactants are: [Br:1][C:2]1[N:3]=[C:4](Br)[C:5]2[N:6]([CH:8]=[CH:9][N:10]=2)[CH:7]=1.[NH2:12][C:13]1[CH:18]=[CH:17][C:16]([N:19]2[CH2:24][CH2:23][O:22][CH2:21][C@H:20]2[CH2:25][OH:26])=[CH:15][CH:14]=1.C12(CS(O)(=O)=O)C(C)(C)C(CC1)CC2=O. (4) Given the product [CH3:1][C:2]1[C:6]([CH2:7][S:8][CH2:9][C:10]([N:24]2[CH2:25][CH2:26][CH2:27][N:21]([C:16]3[CH:17]=[CH:18][CH:19]=[CH:20][C:15]=3[CH3:28])[CH2:22][CH2:23]2)=[O:12])=[C:5]([CH3:13])[O:4][N:3]=1, predict the reactants needed to synthesize it. The reactants are: [CH3:1][C:2]1[C:6]([CH2:7][S:8][CH2:9][C:10]([OH:12])=O)=[C:5]([CH3:13])[O:4][N:3]=1.Cl.[C:15]1([CH3:28])[CH:20]=[CH:19][CH:18]=[CH:17][C:16]=1[N:21]1[CH2:27][CH2:26][CH2:25][NH:24][CH2:23][CH2:22]1.C(N(CC)CC)C.C(P1(=O)OP(CCC)(=O)OP(CCC)(=O)O1)CC.